Dataset: Forward reaction prediction with 1.9M reactions from USPTO patents (1976-2016). Task: Predict the product of the given reaction. Given the reactants [CH3:1][O:2][C:3]1[CH:4]=[C:5]2[C:10](=[CH:11][C:12]=1[O:13][CH3:14])[N:9]=[CH:8][N:7]=[C:6]2[O:15][C:16]1[CH:17]=[N:18][N:19]([CH2:21][C:22]([OH:24])=O)[CH:20]=1.[F:25][C:26]1[C:31]([NH2:32])=[C:30]2[O:33][CH2:34][O:35][C:29]2=[CH:28][CH:27]=1, predict the reaction product. The product is: [F:25][C:26]1[C:31]([NH:32][C:22](=[O:24])[CH2:21][N:19]2[CH:20]=[C:16]([O:15][C:6]3[C:5]4[C:10](=[CH:11][C:12]([O:13][CH3:14])=[C:3]([O:2][CH3:1])[CH:4]=4)[N:9]=[CH:8][N:7]=3)[CH:17]=[N:18]2)=[C:30]2[O:33][CH2:34][O:35][C:29]2=[CH:28][CH:27]=1.